Dataset: Full USPTO retrosynthesis dataset with 1.9M reactions from patents (1976-2016). Task: Predict the reactants needed to synthesize the given product. (1) Given the product [ClH:10].[OH:9][C:5]1[CH:4]=[C:3]([CH:8]=[CH:7][CH:6]=1)[CH2:1][NH2:2], predict the reactants needed to synthesize it. The reactants are: [C:1]([C:3]1[CH:4]=[C:5]([OH:9])[CH:6]=[CH:7][CH:8]=1)#[N:2].[ClH:10]. (2) Given the product [N+:28]([C:25]1[N:26]=[CH:27][C:22]([O:1][C:2]2[CH:3]=[C:4]([CH:12]=[CH:13][CH:14]=2)[C:5]([O:7][C:8]([CH3:10])([CH3:11])[CH3:9])=[O:6])=[CH:23][CH:24]=1)([O-:30])=[O:29], predict the reactants needed to synthesize it. The reactants are: [OH:1][C:2]1[CH:3]=[C:4]([CH:12]=[CH:13][CH:14]=1)[C:5]([O:7][C:8]([CH3:11])([CH3:10])[CH3:9])=[O:6].C(=O)([O-])[O-].[Cs+].[Cs+].Br[C:22]1[CH:23]=[CH:24][C:25]([N+:28]([O-:30])=[O:29])=[N:26][CH:27]=1.